Dataset: NCI-60 drug combinations with 297,098 pairs across 59 cell lines. Task: Regression. Given two drug SMILES strings and cell line genomic features, predict the synergy score measuring deviation from expected non-interaction effect. (1) Drug 1: C1=CC(=CC=C1CC(C(=O)O)N)N(CCCl)CCCl.Cl. Drug 2: COC1=C2C(=CC3=C1OC=C3)C=CC(=O)O2. Cell line: A549. Synergy scores: CSS=17.9, Synergy_ZIP=-7.54, Synergy_Bliss=-4.60, Synergy_Loewe=-5.93, Synergy_HSA=-5.87. (2) Drug 1: CC1=C(C(=O)C2=C(C1=O)N3CC4C(C3(C2COC(=O)N)OC)N4)N. Drug 2: B(C(CC(C)C)NC(=O)C(CC1=CC=CC=C1)NC(=O)C2=NC=CN=C2)(O)O. Cell line: HL-60(TB). Synergy scores: CSS=93.4, Synergy_ZIP=-0.528, Synergy_Bliss=-0.107, Synergy_Loewe=-0.948, Synergy_HSA=-0.0488.